This data is from Full USPTO retrosynthesis dataset with 1.9M reactions from patents (1976-2016). The task is: Predict the reactants needed to synthesize the given product. (1) Given the product [Si:1]([O:18][C@H:19]1[C@@H:23]([O:24][CH3:25])[C@H:22]([N:26]2[C:27](=[O:36])[C:28]3[C:33](=[CH:32][CH:31]=[CH:30][CH:29]=3)[C:34]2=[O:35])[CH2:21][C@@H:20]1[C:37]([O:39][CH3:40])=[O:38])([C:14]([CH3:16])([CH3:17])[CH3:15])([C:8]1[CH:9]=[CH:10][CH:11]=[CH:12][CH:13]=1)[C:2]1[CH:7]=[CH:6][CH:5]=[CH:4][CH:3]=1, predict the reactants needed to synthesize it. The reactants are: [Si:1]([O:18][C@H:19]1[C@@H:23]([O:24][CH3:25])[C@H:22]([N:26]2[C:34](=[O:35])[C:33]3[C:28](=[CH:29][CH:30]=[CH:31][CH:32]=3)[C:27]2=[O:36])[CH2:21][C@@H:20]1[C:37]([OH:39])=[O:38])([C:14]([CH3:17])([CH3:16])[CH3:15])([C:8]1[CH:13]=[CH:12][CH:11]=[CH:10][CH:9]=1)[C:2]1[CH:7]=[CH:6][CH:5]=[CH:4][CH:3]=1.[C:40]1(C)C=CC=CC=1.[Si](C=[N+]=[N-])(C)(C)C. (2) Given the product [C:11]1([CH:3]([C:4]2[CH:5]=[CH:6][CH:7]=[CH:8][CH:9]=2)[OH:10])[CH:12]=[CH:13][CH:14]=[CH:15][CH:16]=1, predict the reactants needed to synthesize it. The reactants are: [BH4-].[Na+].[C:3]([C:11]1[CH:16]=[CH:15][CH:14]=[CH:13][CH:12]=1)(=[O:10])[C:4]1[CH:9]=[CH:8][CH:7]=[CH:6][CH:5]=1. (3) The reactants are: [Br:1][C:2]1[CH:3]=[C:4]([C:17]([O:19][CH3:20])=[O:18])[C:5]2[NH:6][C:7]3[CH:8]=[CH:9][C:10]([CH:15]=O)=[CH:11][C:12]=3[C:13]=2[N:14]=1.[NH:21]1[CH2:26][CH2:25][O:24][CH2:23][CH2:22]1.C(O[BH-](OC(=O)C)OC(=O)C)(=O)C.[Na+].C(O)(=O)C. Given the product [Br:1][C:2]1[CH:3]=[C:4]([C:17]([O:19][CH3:20])=[O:18])[C:5]2[NH:6][C:7]3[CH:8]=[CH:9][C:10]([CH2:15][N:21]4[CH2:26][CH2:25][O:24][CH2:23][CH2:22]4)=[CH:11][C:12]=3[C:13]=2[N:14]=1, predict the reactants needed to synthesize it.